Dataset: NCI-60 drug combinations with 297,098 pairs across 59 cell lines. Task: Regression. Given two drug SMILES strings and cell line genomic features, predict the synergy score measuring deviation from expected non-interaction effect. (1) Drug 1: CC1OCC2C(O1)C(C(C(O2)OC3C4COC(=O)C4C(C5=CC6=C(C=C35)OCO6)C7=CC(=C(C(=C7)OC)O)OC)O)O. Drug 2: CS(=O)(=O)CCNCC1=CC=C(O1)C2=CC3=C(C=C2)N=CN=C3NC4=CC(=C(C=C4)OCC5=CC(=CC=C5)F)Cl. Cell line: SF-295. Synergy scores: CSS=49.2, Synergy_ZIP=0.655, Synergy_Bliss=1.57, Synergy_Loewe=-6.58, Synergy_HSA=1.91. (2) Drug 1: CCCCCOC(=O)NC1=NC(=O)N(C=C1F)C2C(C(C(O2)C)O)O. Drug 2: COC1=C2C(=CC3=C1OC=C3)C=CC(=O)O2. Cell line: HL-60(TB). Synergy scores: CSS=-6.06, Synergy_ZIP=7.34, Synergy_Bliss=5.44, Synergy_Loewe=-11.5, Synergy_HSA=-9.22. (3) Drug 1: CC1=CC2C(CCC3(C2CCC3(C(=O)C)OC(=O)C)C)C4(C1=CC(=O)CC4)C. Drug 2: CCCS(=O)(=O)NC1=C(C(=C(C=C1)F)C(=O)C2=CNC3=C2C=C(C=N3)C4=CC=C(C=C4)Cl)F. Cell line: SN12C. Synergy scores: CSS=5.23, Synergy_ZIP=6.00, Synergy_Bliss=5.92, Synergy_Loewe=4.48, Synergy_HSA=3.91. (4) Drug 1: C1CCN(CC1)CCOC2=CC=C(C=C2)C(=O)C3=C(SC4=C3C=CC(=C4)O)C5=CC=C(C=C5)O. Drug 2: CN1C(=O)N2C=NC(=C2N=N1)C(=O)N. Cell line: SNB-19. Synergy scores: CSS=-3.45, Synergy_ZIP=2.17, Synergy_Bliss=0.160, Synergy_Loewe=-3.36, Synergy_HSA=-3.01.